From a dataset of Buchwald-Hartwig C-N cross coupling reaction yields with 55,370 reactions. Predict the reaction yield, written as a fraction of the theoretical maximum amount of product (1.0 means a 100% yield; for example, 0.34 means a 34% yield). (1) The reactants are Ic1cccnc1.Cc1ccc(N)cc1.O=S(=O)(O[Pd]1c2ccccc2-c2ccccc2N~1)C(F)(F)F.CC(C)c1cc(C(C)C)c(-c2ccccc2P(C(C)(C)C)C(C)(C)C)c(C(C)C)c1.CN(C)C(=NC(C)(C)C)N(C)C.c1ccc(CN(Cc2ccccc2)c2ccno2)cc1. No catalyst specified. The product is Cc1ccc(Nc2cccnc2)cc1. The yield is 0.605. (2) The reactants are COc1ccc(Br)cc1.Cc1ccc(N)cc1.O=S(=O)(O[Pd]1c2ccccc2-c2ccccc2N~1)C(F)(F)F.CC(C)c1cc(C(C)C)c(-c2ccccc2P(C2CCCCC2)C2CCCCC2)c(C(C)C)c1.CN(C)C(=NC(C)(C)C)N(C)C.COC(=O)c1cc(-c2cccs2)on1. No catalyst specified. The product is COc1ccc(Nc2ccc(C)cc2)cc1. The yield is 0.0673. (3) The reactants are COc1ccc(Br)cc1.Cc1ccc(N)cc1.O=S(=O)(O[Pd]1c2ccccc2-c2ccccc2N~1)C(F)(F)F.COc1ccc(OC)c(P(C(C)(C)C)C(C)(C)C)c1-c1c(C(C)C)cc(C(C)C)cc1C(C)C.CN1CCCN2CCCN=C12.COC(=O)c1cc(-c2ccco2)on1. No catalyst specified. The product is COc1ccc(Nc2ccc(C)cc2)cc1. The yield is 0.377. (4) The reactants are CCc1ccc(I)cc1.Cc1ccc(N)cc1.O=S(=O)(O[Pd]1c2ccccc2-c2ccccc2N~1)C(F)(F)F.CC(C)c1cc(C(C)C)c(-c2ccccc2P(C2CCCCC2)C2CCCCC2)c(C(C)C)c1.CN(C)C(=NC(C)(C)C)N(C)C.c1ccc(-c2ccon2)cc1. No catalyst specified. The product is CCc1ccc(Nc2ccc(C)cc2)cc1. The yield is 0.360. (5) The reactants are Clc1ccccn1.Cc1ccc(N)cc1.O=S(=O)(O[Pd]1c2ccccc2-c2ccccc2N~1)C(F)(F)F.COc1ccc(OC)c(P([C@]23C[C@H]4C[C@H](C[C@H](C4)C2)C3)[C@]23C[C@H]4C[C@H](C[C@H](C4)C2)C3)c1-c1c(C(C)C)cc(C(C)C)cc1C(C)C.CN(C)C(=NC(C)(C)C)N(C)C.Cc1cc(C)on1. No catalyst specified. The product is Cc1ccc(Nc2ccccn2)cc1. The yield is 0.331. (6) The reactants are CCc1ccc(Cl)cc1.Cc1ccc(N)cc1.O=S(=O)(O[Pd]1c2ccccc2-c2ccccc2N~1)C(F)(F)F.CC(C)c1cc(C(C)C)c(-c2ccccc2P(C2CCCCC2)C2CCCCC2)c(C(C)C)c1.CN(C)C(=NC(C)(C)C)N(C)C.CCOC(=O)c1cc(C)on1. No catalyst specified. The product is CCc1ccc(Nc2ccc(C)cc2)cc1. The yield is 0.0418.